From a dataset of Reaction yield outcomes from USPTO patents with 853,638 reactions. Predict the reaction yield, written as a fraction of the theoretical maximum amount of product (1.0 means a 100% yield; for example, 0.34 means a 34% yield). (1) The reactants are C([N:3]([CH2:6]C)[CH2:4][CH3:5])C.Cl[C:9]([O:11][C:12]1C=CC([N+]([O-])=O)=C[CH:13]=1)=O.[C:21]([NH:25][C:26]([C:28]1[CH:32]=[C:31]([C:33]2[CH:38]=[CH:37][C:36]([CH2:39][NH2:40])=[CH:35][N:34]=2)[N:30]([C:41]2[CH:46]=[CH:45][CH:44]=[CH:43][CH:42]=2)[N:29]=1)=[O:27])([CH3:24])([CH3:23])[CH3:22].C[OH:48]. The catalyst is ClCCl. The product is [C:21]([NH:25][C:26]([C:28]1[CH:32]=[C:31]([C:33]2[CH:38]=[CH:37][C:36]([CH2:39][NH:40][C:6]([NH:3][CH:4]3[CH2:5][CH2:9][O:11][CH2:12][CH2:13]3)=[O:48])=[CH:35][N:34]=2)[N:30]([C:41]2[CH:46]=[CH:45][CH:44]=[CH:43][CH:42]=2)[N:29]=1)=[O:27])([CH3:24])([CH3:22])[CH3:23]. The yield is 0.660. (2) The reactants are [CH2:1]([O:5][C:6]([NH:8][CH2:9][CH:10]1[CH2:15][CH2:14][N:13]([C:16]2[N:20]([CH3:21])[N:19]=[CH:18][C:17]=2[NH:22][C:23]([C:25]2[N:26]=[C:27](Br)[S:28][C:29]=2[NH:30][C:31](=[O:37])[O:32][C:33]([CH3:36])([CH3:35])[CH3:34])=[O:24])[CH2:12][CH2:11]1)=[O:7])[CH2:2][CH2:3][CH3:4].C([O-])([O-])=O.[Na+].[Na+].[CH:45]1(/[CH:51]=[CH:52]/B(O)O)[CH2:50][CH2:49][CH2:48][CH2:47][CH2:46]1. The catalyst is COCCOC.O.C1C=CC(P(C2C=CC=CC=2)[C-]2C=CC=C2)=CC=1.C1C=CC(P(C2C=CC=CC=2)[C-]2C=CC=C2)=CC=1.Cl[Pd]Cl.[Fe+2]. The product is [CH2:1]([O:5][C:6]([NH:8][CH2:9][CH:10]1[CH2:15][CH2:14][N:13]([C:16]2[N:20]([CH3:21])[N:19]=[CH:18][C:17]=2[NH:22][C:23]([C:25]2[N:26]=[C:27](/[CH:52]=[CH:51]/[CH:45]3[CH2:50][CH2:49][CH2:48][CH2:47][CH2:46]3)[S:28][C:29]=2[NH:30][C:31](=[O:37])[O:32][C:33]([CH3:36])([CH3:35])[CH3:34])=[O:24])[CH2:12][CH2:11]1)=[O:7])[CH2:2][CH2:3][CH3:4]. The yield is 0.680. (3) The reactants are C([Mg]Cl)(C)C.I[C:7]1[C:8]2[CH:15]=[CH:14][N:13]([CH2:16][O:17][CH2:18][CH2:19][Si:20]([CH3:23])([CH3:22])[CH3:21])[C:9]=2[N:10]=[CH:11][N:12]=1.CC1C=CC=C(C)C=1[Mg]Br.CON(C)[C:37]([CH:39]1[CH2:44][CH2:43][CH2:42][N:41]([C:45]([O:47][CH2:48][C:49]2[CH:54]=[CH:53][CH:52]=[CH:51][CH:50]=2)=[O:46])[CH2:40]1)=[O:38].[Cl-].[NH4+]. The catalyst is O1CCCC1. The product is [CH3:21][Si:20]([CH3:23])([CH3:22])[CH2:19][CH2:18][O:17][CH2:16][N:13]1[C:9]2[N:10]=[CH:11][N:12]=[C:7]([C:37]([CH:39]3[CH2:44][CH2:43][CH2:42][N:41]([C:45]([O:47][CH2:48][C:49]4[CH:50]=[CH:51][CH:52]=[CH:53][CH:54]=4)=[O:46])[CH2:40]3)=[O:38])[C:8]=2[CH:15]=[CH:14]1. The yield is 0.410. (4) The reactants are [C:1]([C:3]1[CH:8]=[CH:7][C:6]([C:9]2[C:18]3[C:19](=[O:22])[O:20][CH2:21][C:17]=3[C:16]([OH:23])=[C:15]3[C:10]=2[CH:11]=[C:12]([O:26][CH3:27])[C:13]([O:24][CH3:25])=[CH:14]3)=[CH:5][CH:4]=1)#[N:2].IC.[C:30](=O)([O-])[O-].[K+].[K+].[Cl-].[NH4+]. The catalyst is CN(C)C=O. The product is [CH3:27][O:26][C:12]1[C:13]([O:24][CH3:25])=[CH:14][C:15]2[C:10](=[C:9]([C:6]3[CH:5]=[CH:4][C:3]([C:1]#[N:2])=[CH:8][CH:7]=3)[C:18]3[C:19](=[O:22])[O:20][CH2:21][C:17]=3[C:16]=2[O:23][CH3:30])[CH:11]=1. The yield is 0.700. (5) The reactants are C(S[C:4]1[CH:5]=[C:6]2[C:11](=[CH:12][C:13]=1[O:14][CH3:15])[N:10]=[C:9]([C:16]1[CH:21]=[CH:20][CH:19]=[C:18]([C:22]([F:25])([F:24])[F:23])[CH:17]=1)[C:8]([CH3:26])=[C:7]2[C:27]([O:29][CH3:30])=[O:28])C.Cl[C:32]1C=C(C=C[CH:41]=1)C(OO)=O.C([O-])(O)=O.[Na+].[O-:47][S:48]([O-:51])(=S)=O.[Na+].[Na+]. The catalyst is ClCCl. The product is [CH2:32]([S:48]([C:4]1[CH:5]=[C:6]2[C:11](=[CH:12][C:13]=1[O:14][CH3:15])[N:10]=[C:9]([C:16]1[CH:21]=[CH:20][CH:19]=[C:18]([C:22]([F:23])([F:24])[F:25])[CH:17]=1)[C:8]([CH3:26])=[C:7]2[C:27]([O:29][CH3:30])=[O:28])(=[O:51])=[O:47])[CH3:41]. The yield is 0.640. (6) The reactants are CC(C)([O-])C.[K+].O[CH:8](S([O-])(=O)=O)[CH2:9][CH2:10][C:11]1[CH:16]=[CH:15][C:14]([C:17]2[CH:22]=[CH:21][CH:20]=[CH:19][CH:18]=2)=[C:13]([CH3:23])[CH:12]=1.[Na+].[C:29]([O:33][C:34](=[O:48])[CH2:35][CH:36](P(OCC)(OCC)=O)[C:37]([OH:39])=[O:38])([CH3:32])([CH3:31])[CH3:30].C(O)(=O)CC(CC(O)=O)(C(O)=O)O.[OH-].[Na+].[CH:64]1([NH2:70])[CH2:69][CH2:68][CH2:67][CH2:66][CH2:65]1. The catalyst is C1COCC1.C(O)(C)(C)C.O. The product is [CH:64]1([NH2:70])[CH2:69][CH2:68][CH2:67][CH2:66][CH2:65]1.[C:29]([O:33][C:34](=[O:48])[CH2:35]/[C:36](=[CH:8]\[CH2:9][CH2:10][C:11]1[CH:16]=[CH:15][C:14]([C:17]2[CH:22]=[CH:21][CH:20]=[CH:19][CH:18]=2)=[C:13]([CH3:23])[CH:12]=1)/[C:37]([OH:39])=[O:38])([CH3:32])([CH3:30])[CH3:31]. The yield is 0.610.